Dataset: Catalyst prediction with 721,799 reactions and 888 catalyst types from USPTO. Task: Predict which catalyst facilitates the given reaction. (1) Reactant: [N:1]1[C:10]2[C:5](=[CH:6][N:7]=[CH:8][CH:9]=2)[CH:4]=[CH:3][CH:2]=1. Product: [NH:1]1[C:6]2[C:5](=[CH:10][CH:9]=[CH:8][N:7]=2)[CH2:4][CH2:3][CH2:2]1. The catalyst class is: 50. (2) Reactant: C([O:8][CH2:9][CH2:10][O:11][C:12]1[N:17]=[CH:16][C:15]([N:18]([CH3:38])[C:19](=[O:37])[C:20]([C:23]2[CH:28]=[C:27]([C:29]([F:32])([F:31])[F:30])[CH:26]=[C:25]([C:33]([F:36])([F:35])[F:34])[CH:24]=2)([CH3:22])[CH3:21])=[C:14]([C:39]2[CH:44]=[CH:43][CH:42]=[CH:41][C:40]=2[Cl:45])[CH:13]=1)C1C=CC=CC=1.B(Cl)(Cl)Cl. Product: [F:36][C:33]([F:34])([F:35])[C:25]1[CH:24]=[C:23]([C:20]([CH3:21])([CH3:22])[C:19]([N:18]([C:15]2[CH:16]=[N:17][C:12]([O:11][CH2:10][CH2:9][OH:8])=[CH:13][C:14]=2[C:39]2[CH:44]=[CH:43][CH:42]=[CH:41][C:40]=2[Cl:45])[CH3:38])=[O:37])[CH:28]=[C:27]([C:29]([F:32])([F:30])[F:31])[CH:26]=1. The catalyst class is: 4. (3) Reactant: [C:1]([O:5][C:6]([N:8]1[C@@H:13]([C@@H:14]([OH:26])[C@@H:15]([NH2:25])[CH2:16][C:17]2[CH:22]=[C:21]([F:23])[CH:20]=[C:19]([F:24])[CH:18]=2)[CH2:12][O:11][C:10]([C:33]2[CH:38]=[CH:37][CH:36]=[CH:35][CH:34]=2)([C:27]2[CH:32]=[CH:31][CH:30]=[CH:29][CH:28]=2)[CH2:9]1)=[O:7])([CH3:4])([CH3:3])[CH3:2].C(N(CC)CC)C.[C:46](OC(=O)C)(=[O:48])[CH3:47]. Product: [C:1]([O:5][C:6]([N:8]1[C@@H:13]([C@@H:14]([OH:26])[C@@H:15]([NH:25][C:46](=[O:48])[CH3:47])[CH2:16][C:17]2[CH:22]=[C:21]([F:23])[CH:20]=[C:19]([F:24])[CH:18]=2)[CH2:12][O:11][C:10]([C:33]2[CH:38]=[CH:37][CH:36]=[CH:35][CH:34]=2)([C:27]2[CH:28]=[CH:29][CH:30]=[CH:31][CH:32]=2)[CH2:9]1)=[O:7])([CH3:4])([CH3:2])[CH3:3]. The catalyst class is: 54. (4) Reactant: [N+:1]([C:4]1[C:5]([NH:14][CH2:15][C:16]([O:18]C)=O)=[N:6][CH:7]=[C:8]([C:10]([F:13])([F:12])[F:11])[CH:9]=1)([O-])=O.O.O.[Sn](Cl)Cl. Product: [F:11][C:10]([F:13])([F:12])[C:8]1[CH:7]=[N:6][C:5]2[NH:14][CH2:15][C:16](=[O:18])[NH:1][C:4]=2[CH:9]=1. The catalyst class is: 8. (5) Reactant: O1C2C=CC(C([C:13]([CH:15](Br)[C:16]3[CH:25]=[CH:24][C:19]4[O:20][CH2:21][CH2:22][O:23][C:18]=4[CH:17]=3)=O)Br)=CC=2OCC1.[NH2:27][C:28]([N:30]1[CH2:39][CH2:38][C:37]2[C:32](=[CH:33][CH:34]=[C:35]([C:40]([O:42]C)=O)[CH:36]=2)[CH2:31]1)=[S:29].Cl.[NH2:45][OH:46].[OH-].[K+]. Product: [O:20]1[C:19]2[CH:24]=[CH:25][C:16]([C:15]3[N:27]=[C:28]([N:30]4[CH2:39][CH2:38][C:37]5[C:32](=[CH:33][CH:34]=[C:35]([C:40]([NH:45][OH:46])=[O:42])[CH:36]=5)[CH2:31]4)[S:29][CH:13]=3)=[CH:17][C:18]=2[O:23][CH2:22][CH2:21]1. The catalyst class is: 169.